Dataset: Catalyst prediction with 721,799 reactions and 888 catalyst types from USPTO. Task: Predict which catalyst facilitates the given reaction. Reactant: [N+:1]([C:4]1[CH:12]=[C:11]2[C:7]([CH:8]=[N:9][NH:10]2)=[CH:6][CH:5]=1)([O-:3])=[O:2].[Br:13]N1C(=O)CCC1=O. Product: [Br:13][C:8]1[C:7]2[C:11](=[CH:12][C:4]([N+:1]([O-:3])=[O:2])=[CH:5][CH:6]=2)[NH:10][N:9]=1. The catalyst class is: 9.